Dataset: Reaction yield outcomes from USPTO patents with 853,638 reactions. Task: Predict the reaction yield, written as a fraction of the theoretical maximum amount of product (1.0 means a 100% yield; for example, 0.34 means a 34% yield). (1) The reactants are [C:1]([C:3]1[C:4]([C:14]2[CH:19]=[CH:18][C:17]([C:20]3[CH:25]=[CH:24][CH:23]=[CH:22][C:21]=3[C:26]#[N:27])=[CH:16][CH:15]=2)=[C:5]([C:11]([OH:13])=O)[N:6]([CH3:10])[C:7]=1[CH2:8][CH3:9])#[N:2].C(Cl)(=O)C(Cl)=O.[NH2:34][C:35]1[NH:36][CH:37]=[N:38][N:39]=1. The yield is 0.460. The product is [NH:38]1[CH:37]=[N:36][C:35]([NH:34][C:11]([C:5]2[N:6]([CH3:10])[C:7]([CH2:8][CH3:9])=[C:3]([C:1]#[N:2])[C:4]=2[C:14]2[CH:15]=[CH:16][C:17]([C:20]3[CH:25]=[CH:24][CH:23]=[CH:22][C:21]=3[C:26]#[N:27])=[CH:18][CH:19]=2)=[O:13])=[N:39]1. The catalyst is C(Cl)Cl.CN(C=O)C.N1C=CC=CC=1. (2) The reactants are Br[C:2]1[N:7]=[C:6]([CH:8]=[O:9])[CH:5]=[CH:4][C:3]=1[O:10][CH3:11].[CH3:12][C:13]1[C:14](B(O)O)=[CH:15][C:16]2[C:17]([CH3:26])([CH3:25])[CH2:18][CH2:19][C:20]([CH3:24])([CH3:23])[C:21]=2[CH:22]=1.C(=O)([O-])[O-].[K+].[K+]. The catalyst is COCCOC.O.C(OCC)(=O)C.[Pd].C1(P(C2C=CC=CC=2)C2C=CC=CC=2)C=CC=CC=1.C1(P(C2C=CC=CC=2)C2C=CC=CC=2)C=CC=CC=1.C1(P(C2C=CC=CC=2)C2C=CC=CC=2)C=CC=CC=1.C1(P(C2C=CC=CC=2)C2C=CC=CC=2)C=CC=CC=1. The product is [CH3:12][C:13]1[C:14]([C:2]2[N:7]=[C:6]([CH:8]=[O:9])[CH:5]=[CH:4][C:3]=2[O:10][CH3:11])=[CH:15][C:16]2[C:17]([CH3:26])([CH3:25])[CH2:18][CH2:19][C:20]([CH3:24])([CH3:23])[C:21]=2[CH:22]=1. The yield is 0.750. (3) The catalyst is C(Cl)Cl.CO. The yield is 0.580. The reactants are [NH:1]1[C:5]2[CH:6]=[CH:7][C:8]([C:10]([N:12]3[C@@H:21]4[C@@H:16]([C:17]5[C:25]([C:26]([OH:28])=O)=[CH:24][CH:23]=[CH:22][C:18]=5[CH2:19][CH2:20]4)[CH2:15][CH2:14][CH2:13]3)=[O:11])=[CH:9][C:4]=2[N:3]=[CH:2]1.[NH3:29]. The product is [NH:1]1[C:5]2[CH:4]=[CH:9][C:8]([C:10]([N:12]3[C@@H:21]4[C@@H:16]([C:17]5[C:25]([C:26]([NH2:29])=[O:28])=[CH:24][CH:23]=[CH:22][C:18]=5[CH2:19][CH2:20]4)[CH2:15][CH2:14][CH2:13]3)=[O:11])=[CH:7][C:6]=2[N:3]=[CH:2]1. (4) The reactants are [N+:1]([C:4]1[C:9]2[N:10]=[C:11]([C:15]3[CH:20]=[CH:19][CH:18]=[C:17]([C:21]([F:24])([F:23])[F:22])[CH:16]=3)[O:12][C:13](=O)[C:8]=2[CH:7]=[CH:6][CH:5]=1)([O-:3])=[O:2].[NH3:25].O. The catalyst is CC(O)C. The product is [N+:1]([C:4]1[CH:5]=[CH:6][CH:7]=[C:8]2[C:9]=1[N:10]=[C:11]([C:15]1[CH:20]=[CH:19][CH:18]=[C:17]([C:21]([F:24])([F:23])[F:22])[CH:16]=1)[NH:25][C:13]2=[O:12])([O-:3])=[O:2]. The yield is 0.620. (5) The yield is 0.850. The product is [CH2:7]([N:14]1[CH2:19][CH2:18][CH:17]([O:20][C:22]2[C:27]([CH3:28])=[CH:26][CH:25]=[CH:24][N:23]=2)[CH2:16][CH2:15]1)[C:8]1[CH:9]=[CH:10][CH:11]=[CH:12][CH:13]=1. The reactants are CC(C)([O-])C.[K+].[CH2:7]([N:14]1[CH2:19][CH2:18][CH:17]([OH:20])[CH2:16][CH2:15]1)[C:8]1[CH:13]=[CH:12][CH:11]=[CH:10][CH:9]=1.F[C:22]1[C:27]([CH3:28])=[CH:26][CH:25]=[CH:24][N:23]=1. The catalyst is CS(C)=O. (6) The yield is 0.900. The reactants are [CH2:1]([O:3][C:4]([C@@:6]1([NH:11][C:12]([C@@H:14]2[CH2:18][CH2:17][CH2:16][N:15]2[C:19]([O:21]C(C)(C)C)=O)=[O:13])[CH2:8][C@H:7]1[CH:9]=[CH2:10])=[O:5])[CH3:2].O1CCOC[CH2:27]1.C(OC(N[C@@H:40]([CH2:44][CH2:45][CH2:46][CH2:47][CH2:48][CH:49]=[CH2:50])[C:41]([OH:43])=[O:42])=O)(C)(C)C.CN(C(ON1N=NC2[CH:62]=[CH:63][CH:64]=NC1=2)=[N+](C)C)C.F[P-](F)(F)(F)(F)F.CCN(C(C)C)C(C)C. The catalyst is Cl.C(#N)C. The product is [C:63]([O:43][C:41]([C@@H:40]([CH2:44][CH2:45][CH2:46][CH2:47][CH2:48][CH:49]=[CH2:50])[C:19]([N:15]1[C@H:14]([C:12]([NH:11][C@:6]2([C:4]([O:3][CH2:1][CH3:2])=[O:5])[CH2:8][C@H:7]2[CH:9]=[CH2:10])=[O:13])[CH2:18][CH2:17][CH2:16]1)=[O:21])=[O:42])([CH3:62])([CH3:64])[CH3:27]. (7) The reactants are [NH2:1][C:2]1[N:7]=[C:6]([NH:8][CH2:9][C:10]([NH:12][C:13]2[CH:18]=[CH:17][CH:16]=[C:15]([C:19]([F:22])([F:21])[F:20])[CH:14]=2)=[O:11])[C:5]([CH:23]=[O:24])=[C:4]([S:25][CH3:26])[N:3]=1.[BH4-].[Na+]. The catalyst is CCO. The product is [NH2:1][C:2]1[N:7]=[C:6]([NH:8][CH2:9][C:10]([NH:12][C:13]2[CH:18]=[CH:17][CH:16]=[C:15]([C:19]([F:22])([F:20])[F:21])[CH:14]=2)=[O:11])[C:5]([CH2:23][OH:24])=[C:4]([S:25][CH3:26])[N:3]=1. The yield is 0.950.